Dataset: Drug-target binding data from BindingDB using IC50 measurements. Task: Regression. Given a target protein amino acid sequence and a drug SMILES string, predict the binding affinity score between them. We predict pIC50 (pIC50 = -log10(IC50 in M); higher means more potent). Dataset: bindingdb_ic50. The pIC50 is 7.3. The target protein sequence is MEPGPDGPAAPGPAAIREGWFRETCSLWPGQALSLQVEQLLHHRRSRYQDILVFRSKTYGNVLVLDGVIQCTERDEFSYQEMIANLPLCSHPNPRKVLIIGGGDGGVLREVVKHPSVESVVQCEIDEDVIEVSKKFLPGMAVGYSSSKLTLHVGDGFEFMKQNQDAFDVIITDSSDPMGPAESLFKESYYQLMKTALKEDGILCCQGECQWLHLDLIKEMRHFCKSLFPVVSYAYCTIPTYPSGQIGFMLCSKNPSTNFREPVQQLTQAQVEQMQLKYYNSDMHRAAFVLPEFTRKALNDIS. The drug is NCCCCCC(CCN)SC[C@H]1O[C@@H](n2cnc3c(N)ncnc32)[C@H](O)[C@@H]1O.